From a dataset of NCI-60 drug combinations with 297,098 pairs across 59 cell lines. Regression. Given two drug SMILES strings and cell line genomic features, predict the synergy score measuring deviation from expected non-interaction effect. (1) Drug 1: CC1=C2C(C(=O)C3(C(CC4C(C3C(C(C2(C)C)(CC1OC(=O)C(C(C5=CC=CC=C5)NC(=O)OC(C)(C)C)O)O)OC(=O)C6=CC=CC=C6)(CO4)OC(=O)C)OC)C)OC. Drug 2: CCC1=CC2CC(C3=C(CN(C2)C1)C4=CC=CC=C4N3)(C5=C(C=C6C(=C5)C78CCN9C7C(C=CC9)(C(C(C8N6C)(C(=O)OC)O)OC(=O)C)CC)OC)C(=O)OC.C(C(C(=O)O)O)(C(=O)O)O. Cell line: A549. Synergy scores: CSS=69.3, Synergy_ZIP=6.99, Synergy_Bliss=6.57, Synergy_Loewe=9.11, Synergy_HSA=11.8. (2) Drug 1: CC12CCC3C(C1CCC2=O)CC(=C)C4=CC(=O)C=CC34C. Drug 2: C1CN1P(=S)(N2CC2)N3CC3. Cell line: HT29. Synergy scores: CSS=31.0, Synergy_ZIP=-0.728, Synergy_Bliss=5.70, Synergy_Loewe=-3.71, Synergy_HSA=5.68. (3) Drug 1: C1CCN(CC1)CCOC2=CC=C(C=C2)C(=O)C3=C(SC4=C3C=CC(=C4)O)C5=CC=C(C=C5)O. Drug 2: CC12CCC3C(C1CCC2=O)CC(=C)C4=CC(=O)C=CC34C. Cell line: BT-549. Synergy scores: CSS=23.8, Synergy_ZIP=0.899, Synergy_Bliss=3.36, Synergy_Loewe=1.79, Synergy_HSA=2.49. (4) Drug 1: C1CC(=O)NC(=O)C1N2CC3=C(C2=O)C=CC=C3N. Drug 2: C1=CC=C(C(=C1)C(C2=CC=C(C=C2)Cl)C(Cl)Cl)Cl. Cell line: MDA-MB-435. Synergy scores: CSS=4.71, Synergy_ZIP=4.75, Synergy_Bliss=6.49, Synergy_Loewe=7.65, Synergy_HSA=6.53. (5) Drug 1: CCC1(CC2CC(C3=C(CCN(C2)C1)C4=CC=CC=C4N3)(C5=C(C=C6C(=C5)C78CCN9C7C(C=CC9)(C(C(C8N6C=O)(C(=O)OC)O)OC(=O)C)CC)OC)C(=O)OC)O.OS(=O)(=O)O. Drug 2: CC1CCC2CC(C(=CC=CC=CC(CC(C(=O)C(C(C(=CC(C(=O)CC(OC(=O)C3CCCCN3C(=O)C(=O)C1(O2)O)C(C)CC4CCC(C(C4)OC)O)C)C)O)OC)C)C)C)OC. Cell line: HOP-92. Synergy scores: CSS=16.2, Synergy_ZIP=-2.43, Synergy_Bliss=1.02, Synergy_Loewe=-3.75, Synergy_HSA=-0.398.